This data is from Forward reaction prediction with 1.9M reactions from USPTO patents (1976-2016). The task is: Predict the product of the given reaction. (1) Given the reactants [Br:1][C:2]1[CH:3]=[C:4]([C:19]([CH3:22])([CH3:21])[CH3:20])[C:5]([O:17][CH3:18])=[C:6]([CH:16]=1)[CH2:7][O:8][C:9]1[CH:14]=[CH:13][C:12]([NH2:15])=[CH:11][CH:10]=1.[CH3:23][S:24](Cl)(=[O:26])=[O:25], predict the reaction product. The product is: [Br:1][C:2]1[CH:3]=[C:4]([C:19]([CH3:22])([CH3:21])[CH3:20])[C:5]([O:17][CH3:18])=[C:6]([CH:16]=1)[CH2:7][O:8][C:9]1[CH:10]=[CH:11][C:12]([NH:15][S:24]([CH3:23])(=[O:26])=[O:25])=[CH:13][CH:14]=1. (2) Given the reactants [N+:1]([C:4]1[CH:5]=[CH:6][C:7]2[N:11]=[C:10]3[NH:12][CH2:13][CH2:14][N:9]3[C:8]=2[CH:15]=1)([O-])=O.C([O-])=O.[NH4+], predict the reaction product. The product is: [NH2:1][C:4]1[CH:5]=[CH:6][C:7]2[N:11]=[C:10]3[NH:12][CH2:13][CH2:14][N:9]3[C:8]=2[CH:15]=1. (3) Given the reactants Cl[C:2]1[N:3]=[C:4]([N:22]2[CH2:27][CH2:26][O:25][CH2:24][CH2:23]2)[C:5]2[S:10][C:9]([CH2:11][N:12]3[CH2:17][CH2:16][N:15]([S:18]([CH3:21])(=[O:20])=[O:19])[CH2:14][CH2:13]3)=[CH:8][C:6]=2[N:7]=1.[C:28]([C:30]1[CH:35]=[CH:34][C:33](B2OC(C)(C)C(C)(C)O2)=[CH:32][N:31]=1)#[N:29], predict the reaction product. The product is: [O:25]1[CH2:26][CH2:27][N:22]([C:4]2[C:5]3[S:10][C:9]([CH2:11][N:12]4[CH2:17][CH2:16][N:15]([S:18]([CH3:21])(=[O:20])=[O:19])[CH2:14][CH2:13]4)=[CH:8][C:6]=3[N:7]=[C:2]([C:33]3[CH:34]=[CH:35][C:30]([C:28]#[N:29])=[N:31][CH:32]=3)[N:3]=2)[CH2:23][CH2:24]1. (4) The product is: [CH2:23]([N:19]1[C:18](=[O:25])[C:17]2([CH2:26][CH2:27][CH2:28][N:15]([CH:12]3[CH2:11][CH2:10][N:9]([C:7]([C:6]4[C:5]5[CH:29]=[CH:30][CH:31]=[CH:32][C:4]=5[S:3][C:2]=4[NH:1][C:35]([NH2:37])=[O:36])=[O:8])[CH2:14][CH2:13]3)[CH2:16]2)[S:21][C:20]1=[O:22])[CH3:24]. Given the reactants [NH2:1][C:2]1[S:3][C:4]2[CH:32]=[CH:31][CH:30]=[CH:29][C:5]=2[C:6]=1[C:7]([N:9]1[CH2:14][CH2:13][CH:12]([N:15]2[CH2:28][CH2:27][CH2:26][C:17]3([S:21][C:20](=[O:22])[N:19]([CH2:23][CH3:24])[C:18]3=[O:25])[CH2:16]2)[CH2:11][CH2:10]1)=[O:8].ClC(Cl)(Cl)[C:35]([N:37]=C=O)=[O:36].C(OC(C)C)(C)C, predict the reaction product. (5) Given the reactants [C:1](O)([C:3](F)(F)F)=[O:2].N1C2C(=NC=CC=2)N(N2C(/C=[C:23]3\[C:24](=[O:33])[NH:25][C:26]4[C:31]\3=CC(F)=CC=4)=C(C)C(C([O-])=O)=C2C)N=1.CC[N:41](C(C)C)C(C)C, predict the reaction product. The product is: [NH2:41][C@H:23]1[CH2:31][CH2:26][N:25]([CH2:3][CH2:1][OH:2])[C:24]1=[O:33].